From a dataset of Catalyst prediction with 721,799 reactions and 888 catalyst types from USPTO. Predict which catalyst facilitates the given reaction. (1) Reactant: [CH2:1]([S:4]([N:7]1[CH2:10][C:9]([C:13]2[CH:18]=[CH:17][CH:16]=[CH:15][N:14]=2)([C:11]#[N:12])[CH2:8]1)(=[O:6])=[O:5])[CH2:2][CH3:3]. Product: [CH2:1]([S:4]([N:7]1[CH2:10][C:9]([CH2:11][NH2:12])([C:13]2[CH:18]=[CH:17][CH:16]=[CH:15][N:14]=2)[CH2:8]1)(=[O:5])=[O:6])[CH2:2][CH3:3]. The catalyst class is: 834. (2) Reactant: [Cl:1][C:2]1[C:3]2[CH:14]=[CH:13][C:12](=[O:15])[N:11]([C:16]3[CH:21]=[CH:20][C:19]([C:22]([F:25])([F:24])[F:23])=[CH:18][CH:17]=3)[C:4]=2[N:5]=[C:6](S(C)=O)[N:7]=1.[NH2:26][CH:27]([CH2:30][OH:31])[CH2:28][OH:29]. Product: [Cl:1][C:2]1[C:3]2[CH:14]=[CH:13][C:12](=[O:15])[N:11]([C:16]3[CH:21]=[CH:20][C:19]([C:22]([F:25])([F:24])[F:23])=[CH:18][CH:17]=3)[C:4]=2[N:5]=[C:6]([NH:26][CH:27]([CH2:30][OH:31])[CH2:28][OH:29])[N:7]=1. The catalyst class is: 139. (3) Reactant: [CH3:1][N:2]([CH3:15])[CH2:3][CH:4]([OH:14])[CH2:5][N:6]1[CH:10]=[C:9]([N+:11]([O-])=O)[CH:8]=[N:7]1.[H][H]. Product: [NH2:11][C:9]1[CH:8]=[N:7][N:6]([CH2:5][CH:4]([OH:14])[CH2:3][N:2]([CH3:1])[CH3:15])[CH:10]=1. The catalyst class is: 63. (4) Reactant: [CH3:1][O:2][C:3]1[CH:9]=[CH:8][C:6]([NH2:7])=[CH:5][CH:4]=1.C(N(CC)CC)C.[Cl-].ClC1N(C)CC[NH+]1C.[CH3:26][O:27][C:28]1[C:29](=[O:56])[C:30]([CH3:55])=[C:31]([CH2:37][C:38]2[CH:39]=[CH:40][C:41]([O:47][CH2:48][C:49]3[CH:50]=[N:51][CH:52]=[CH:53][CH:54]=3)=[C:42]([CH:46]=2)[C:43](O)=[O:44])[C:32](=[O:36])[C:33]=1[O:34][CH3:35]. Product: [CH3:26][O:27][C:28]1[C:29](=[O:56])[C:30]([CH3:55])=[C:31]([CH2:37][C:38]2[CH:39]=[CH:40][C:41]([O:47][CH2:48][C:49]3[CH:50]=[N:51][CH:52]=[CH:53][CH:54]=3)=[C:42]([CH:46]=2)[C:43]([NH:7][C:6]2[CH:8]=[CH:9][C:3]([O:2][CH3:1])=[CH:4][CH:5]=2)=[O:44])[C:32](=[O:36])[C:33]=1[O:34][CH3:35]. The catalyst class is: 2.